This data is from Reaction yield outcomes from USPTO patents with 853,638 reactions. The task is: Predict the reaction yield, written as a fraction of the theoretical maximum amount of product (1.0 means a 100% yield; for example, 0.34 means a 34% yield). (1) The reactants are [CH3:1][O:2][P:3]([CH2:7][CH:8]=[CH:9][CH2:10][CH:11]([CH2:15][C:16]([CH3:33])=[CH:17][CH2:18][C:19]1[C:20]([OH:32])=[C:21]2[C:25](=[C:26]([CH3:30])[C:27]=1[O:28][CH3:29])[CH2:24][O:23][C:22]2=[O:31])[C:12]([OH:14])=[O:13])([O:5][CH3:6])=[O:4].[CH3:34][Si:35]([CH:38](O)[CH3:39])([CH3:37])[CH3:36].C1(P([C:54]2[CH:59]=CC=CC=2)C2C=CC=CC=2)C=CC=CC=1.N(C(OCC)=O)=NC(OCC)=O. The catalyst is C1COCC1. The product is [CH3:34][Si:35]([CH3:37])([CH3:36])[CH2:38][CH2:39][O:13][C:12](=[O:14])[CH:11]([CH2:10][CH:9]=[CH:8][CH2:7][P:3]([O:5][CH3:6])([O:2][CH3:1])=[O:4])[CH2:15][C:16]([CH3:33])=[CH:17][CH2:18][C:19]1[C:20]([O:32][CH2:54][CH2:59][Si:35]([CH3:37])([CH3:36])[CH3:34])=[C:21]2[C:25](=[C:26]([CH3:30])[C:27]=1[O:28][CH3:29])[CH2:24][O:23][C:22]2=[O:31]. The yield is 0.850. (2) The reactants are [N+:1]([C:4]1[C:13]2[O:12][CH2:11][CH2:10][O:9][C:8]=2[CH:7]=[CH:6][CH:5]=1)([O-])=O. The catalyst is [Pd].CO. The product is [O:9]1[CH2:10][CH2:11][O:12][C:13]2[C:4]([NH2:1])=[CH:5][CH:6]=[CH:7][C:8]1=2. The yield is 0.970. (3) The yield is 0.940. The product is [C:1]12([C:11]3[CH:12]=[C:13]([CH2:14][CH2:15][NH:16][CH3:17])[CH:24]=[CH:25][C:26]=3[O:27][CH:28]([CH3:29])[CH3:30])[CH2:2][CH:3]3[CH2:9][CH:7]([CH2:6][CH:5]([CH2:4]3)[CH2:10]1)[CH2:8]2. The reactants are [C:1]12([C:11]3[CH:12]=[C:13]([CH:24]=[CH:25][C:26]=3[O:27][CH:28]([CH3:30])[CH3:29])[CH2:14][CH2:15][N:16](C)[C:17](=O)C(F)(F)F)[CH2:10][CH:5]3[CH2:6][CH:7]([CH2:9][CH:3]([CH2:4]3)[CH2:2]1)[CH2:8]2.[OH-].[Na+]. The catalyst is CO. (4) The reactants are Cl[C:2]1[CH:7]=[C:6](Cl)[C:5]([N+:9]([O-:11])=[O:10])=[CH:4][N:3]=1.CCN(C(C)C)C(C)C.[CH2:21]([NH2:28])[C:22]1[CH:27]=[CH:26][CH:25]=[CH:24][CH:23]=1.[CH3:29][N:30]1[CH2:35][CH2:34][NH:33][CH2:32][CH2:31]1. The catalyst is CN1C(=O)CCC1. The product is [CH2:21]([NH:28][C:6]1[C:5]([N+:9]([O-:11])=[O:10])=[CH:4][N:3]=[C:2]([N:33]2[CH2:34][CH2:35][N:30]([CH3:29])[CH2:31][CH2:32]2)[CH:7]=1)[C:22]1[CH:27]=[CH:26][CH:25]=[CH:24][CH:23]=1. The yield is 0.660. (5) The reactants are [CH3:1][O:2][C@H:3]([CH3:6])[CH2:4][OH:5].[CH3:7]CN(CC)CC.[C:14]1(C)[C:15]([S:20](Cl)(=[O:22])=[O:21])=[CH:16][CH:17]=[CH:18][CH:19]=1. The catalyst is C(Cl)Cl. The product is [CH3:7][C:18]1[CH:19]=[CH:14][C:15]([S:20]([O:5][CH2:4][C@H:3]([O:2][CH3:1])[CH3:6])(=[O:21])=[O:22])=[CH:16][CH:17]=1. The yield is 0.550. (6) The reactants are [CH3:1]C(C)([O-])C.[K+].CC(C)([O-])C.[CH3:12][CH:13]([C:19]([CH3:21])=[O:20])[C:14]([O:16][CH2:17][CH3:18])=[O:15].[CH2:22]([O:24][C:25](=[O:32])[CH2:26][CH2:27][CH2:28][CH2:29]CBr)[CH3:23]. The catalyst is C(O)(C)(C)C. The product is [C:19]([C:13]([CH3:1])([CH2:12][CH2:29][CH2:28][CH2:27][CH2:26][C:25]([O:24][CH2:22][CH3:23])=[O:32])[C:14]([O:16][CH2:17][CH3:18])=[O:15])(=[O:20])[CH3:21]. The yield is 0.750.